Dataset: Full USPTO retrosynthesis dataset with 1.9M reactions from patents (1976-2016). Task: Predict the reactants needed to synthesize the given product. (1) Given the product [C:23]([C:28]1[N:8]([CH2:9][CH:10]2[CH2:11][CH2:12][O:13][CH2:14][CH2:15]2)[C:7]2[CH:6]=[CH:5][C:4]([N:16]([CH2:20][CH3:21])[C:17](=[O:19])[CH3:18])=[CH:3][C:2]=2[N:1]=1)([CH3:27])([CH3:24])[CH3:22], predict the reactants needed to synthesize it. The reactants are: [NH2:1][C:2]1[CH:3]=[C:4]([N:16]([CH2:20][CH3:21])[C:17](=[O:19])[CH3:18])[CH:5]=[CH:6][C:7]=1[NH:8][CH2:9][CH:10]1[CH2:15][CH2:14][O:13][CH2:12][CH2:11]1.[CH3:22][C:23]([CH3:28])([CH3:27])[C:24](Cl)=O. (2) Given the product [CH2:1]([O:3][C:4](=[O:13])[CH2:5][C:6]([C:7](=[O:9])[CH3:8])([C:10](=[O:12])[CH3:11])[CH2:16][CH2:15][C:14]([O:18][CH2:19][CH3:20])=[O:17])[CH3:2], predict the reactants needed to synthesize it. The reactants are: [CH2:1]([O:3][C:4](=[O:13])[CH2:5][CH:6]([C:10](=[O:12])[CH3:11])[C:7](=[O:9])[CH3:8])[CH3:2].[C:14]([O:18][CH2:19][CH3:20])(=[O:17])[CH:15]=[CH2:16].C(O)(=O)C.